Dataset: Reaction yield outcomes from USPTO patents with 853,638 reactions. Task: Predict the reaction yield, written as a fraction of the theoretical maximum amount of product (1.0 means a 100% yield; for example, 0.34 means a 34% yield). (1) The reactants are Cl.Cl.[CH3:3][C:4]1[N:8]([CH:9]2[CH2:15][CH:14]3[N:16]([CH2:17][CH2:18][C:19]4([C:25]5[CH:30]=[CH:29][CH:28]=[CH:27][CH:26]=5)[CH2:24][CH2:23][NH:22][CH2:21][CH2:20]4)[CH:11]([CH2:12][CH2:13]3)[CH2:10]2)[C:7]2[CH:31]=[CH:32][CH:33]=[CH:34][C:6]=2[N:5]=1.[O:35]1[C:39]2[CH:40]=[CH:41][CH:42]=[CH:43][C:38]=2[CH:37]=[C:36]1[C:44](O)=[O:45].C(N(CC)CC)C.F[P-](F)(F)(F)(F)F.N1(OC(N(C)C)=[N+](C)C)C2N=CC=CC=2N=N1. The catalyst is CN(C)C=O.O. The product is [O:35]1[C:39]2[CH:40]=[CH:41][CH:42]=[CH:43][C:38]=2[CH:37]=[C:36]1[C:44]([N:22]1[CH2:21][CH2:20][C:19]([CH2:18][CH2:17][N:16]2[C@H:14]3[CH2:13][CH2:12][C@@H:11]2[CH2:10][CH:9]([N:8]2[C:7]4[CH:31]=[CH:32][CH:33]=[CH:34][C:6]=4[N:5]=[C:4]2[CH3:3])[CH2:15]3)([C:25]2[CH:30]=[CH:29][CH:28]=[CH:27][CH:26]=2)[CH2:24][CH2:23]1)=[O:45]. The yield is 0.600. (2) The reactants are [NH2:1][C:2]1[CH:3]=[C:4]([CH:21]=[CH:22][CH:23]=1)[O:5][C:6]1[CH:7]=[CH:8][C:9]2[N:10]([CH:12]=[C:13]([NH:15][C:16]([CH:18]3[CH2:20][CH2:19]3)=[O:17])[N:14]=2)[N:11]=1.Cl.[N:25]1[CH:30]=[CH:29][CH:28]=[CH:27][C:26]=1[C:31](Cl)=[O:32].C(=O)([O-])O.[Na+]. The catalyst is CN1CCCC1=O. The product is [CH:18]1([C:16]([NH:15][C:13]2[N:14]=[C:9]3[CH:8]=[CH:7][C:6]([O:5][C:4]4[CH:3]=[C:2]([NH:1][C:31]([C:26]5[CH:27]=[CH:28][CH:29]=[CH:30][N:25]=5)=[O:32])[CH:23]=[CH:22][CH:21]=4)=[N:11][N:10]3[CH:12]=2)=[O:17])[CH2:20][CH2:19]1. The yield is 0.630.